Dataset: Reaction yield outcomes from USPTO patents with 853,638 reactions. Task: Predict the reaction yield, written as a fraction of the theoretical maximum amount of product (1.0 means a 100% yield; for example, 0.34 means a 34% yield). (1) The reactants are C[O:2][C:3](=[O:24])[C@@H:4]([N:9]1[CH2:13][C:12]([O:14][C:15]2[C:20]([F:21])=[CH:19][CH:18]=[CH:17][C:16]=2[F:22])=[CH:11][C:10]1=[O:23])[CH2:5][CH:6]([CH3:8])[CH3:7].[OH-].[Li+].C(OCC)C. The catalyst is O1CCCC1.O. The product is [F:22][C:16]1[CH:17]=[CH:18][CH:19]=[C:20]([F:21])[C:15]=1[O:14][C:12]1[CH2:13][N:9]([C@@H:4]([CH2:5][CH:6]([CH3:8])[CH3:7])[C:3]([OH:24])=[O:2])[C:10](=[O:23])[CH:11]=1. The yield is 0.820. (2) The reactants are Cl[C:2]1[N:7]=[C:6]([N:8]([CH3:10])[CH3:9])[C:5]([CH3:11])=[CH:4][N:3]=1.Cl.[CH2:13]([O:15][C:16]([C@H:18]1[CH2:23][CH2:22][C@@H:21]([NH2:24])[CH2:20][CH2:19]1)=[O:17])[CH3:14].CCN(C(C)C)C(C)C. The catalyst is CC(O)C.C(Cl)Cl. The product is [CH2:13]([O:15][C:16]([C@H:18]1[CH2:23][CH2:22][C@@H:21]([NH:24][C:2]2[N:7]=[C:6]([N:8]([CH3:10])[CH3:9])[C:5]([CH3:11])=[CH:4][N:3]=2)[CH2:20][CH2:19]1)=[O:17])[CH3:14]. The yield is 0.600. (3) The reactants are [C:1]([C:5]1[CH:9]=[C:8]([CH2:10][CH2:11][C:12](O)=[O:13])[N:7]([CH2:15][C:16]2[CH:21]=[CH:20][C:19]([C:22]([F:25])([F:24])[F:23])=[CH:18][C:17]=2[Cl:26])[N:6]=1)([CH3:4])([CH3:3])[CH3:2].[CH2:27]([S:32]([NH2:35])(=[O:34])=[O:33])[CH2:28][CH2:29][CH2:30][CH3:31].N12CCCN=C1CCCCC2. The catalyst is O1CCCC1. The product is [C:1]([C:5]1[CH:9]=[C:8]([CH2:10][CH2:11][C:12]([NH:35][S:32]([CH2:27][CH2:28][CH2:29][CH2:30][CH3:31])(=[O:34])=[O:33])=[O:13])[N:7]([CH2:15][C:16]2[CH:21]=[CH:20][C:19]([C:22]([F:24])([F:23])[F:25])=[CH:18][C:17]=2[Cl:26])[N:6]=1)([CH3:4])([CH3:3])[CH3:2]. The yield is 0.530. (4) The reactants are [NH2:1][C:2]1[N:10]=[C:9]([NH2:11])[CH:8]=[CH:7][C:3]=1[C:4]([OH:6])=O.C(N(CC)CC)C.F[P-](F)(F)(F)(F)F.N1(O[P+](N(C)C)(N(C)C)N(C)C)C2C=CC=CC=2N=N1.[F:46][C:47]1[CH:62]=[CH:61][CH:60]=[CH:59][C:48]=1[CH2:49][O:50][C:51]1[CH:58]=[CH:57][C:54]([CH2:55][NH2:56])=[CH:53][CH:52]=1. The catalyst is [Cl-].[Na+].O.CN(C)C=O. The product is [NH2:1][C:2]1[N:10]=[C:9]([NH2:11])[CH:8]=[CH:7][C:3]=1[C:4]([NH:56][CH2:55][C:54]1[CH:53]=[CH:52][C:51]([O:50][CH2:49][C:48]2[CH:59]=[CH:60][CH:61]=[CH:62][C:47]=2[F:46])=[CH:58][CH:57]=1)=[O:6]. The yield is 0.310. (5) The reactants are [CH3:1][O:2][C:3]([C:5]1([C:9]2[CH:14]=[CH:13][C:12]([NH:15][C:16]3[C:21]4[CH2:22][CH2:23][CH2:24][C:20]=4[N:19]=[C:18](Cl)[N:17]=3)=[CH:11][CH:10]=2)[CH2:8][CH2:7][CH2:6]1)=[O:4].[N:26]1([S:31]([C:34]2[CH:39]=[CH:38][C:37]([NH2:40])=[CH:36][CH:35]=2)(=[O:33])=[O:32])[CH2:30][CH2:29][CH2:28][CH2:27]1. The catalyst is C(O)(C)C. The product is [CH3:1][O:2][C:3]([C:5]1([C:9]2[CH:14]=[CH:13][C:12]([NH:15][C:16]3[C:21]4[CH2:22][CH2:23][CH2:24][C:20]=4[N:19]=[C:18]([NH:40][C:37]4[CH:38]=[CH:39][C:34]([S:31]([N:26]5[CH2:30][CH2:29][CH2:28][CH2:27]5)(=[O:33])=[O:32])=[CH:35][CH:36]=4)[N:17]=3)=[CH:11][CH:10]=2)[CH2:8][CH2:7][CH2:6]1)=[O:4]. The yield is 0.540. (6) The reactants are [F:1][C:2]1[C:3]([CH2:24][N:25](C)[C:26](=O)OC(C)(C)C)=[CH:4][N:5]([S:14]([C:17]2[CH:18]=[N:19][CH:20]=[C:21]([F:23])[CH:22]=2)(=[O:16])=[O:15])[C:6]=1[C:7]1[C:8]([F:13])=[N:9][CH:10]=[CH:11][CH:12]=1.C(OCC)(=O)C.[ClH:40]. The catalyst is C(OCC)(=O)C.CC(O)C. The product is [ClH:40].[F:1][C:2]1[C:3]([CH2:24][NH:25][CH3:26])=[CH:4][N:5]([S:14]([C:17]2[CH:18]=[N:19][CH:20]=[C:21]([F:23])[CH:22]=2)(=[O:15])=[O:16])[C:6]=1[C:7]1[C:8]([F:13])=[N:9][CH:10]=[CH:11][CH:12]=1. The yield is 0.650. (7) The reactants are F[C:2]1[C:3]([CH3:22])=[N:4][C:5]2[C:10]([N:11]=1)=[C:9]([C:12]1[NH:20][C:19]3[CH2:18][CH2:17][NH:16][C:15](=[O:21])[C:14]=3[CH:13]=1)[CH:8]=[CH:7][CH:6]=2.[CH3:23][C:24]([CH3:28])([CH3:27])[CH2:25][NH2:26].CO.C(Cl)Cl. The catalyst is CS(C)=O. The product is [CH3:22][C:3]1[C:2]([NH:26][CH2:25][C:24]([CH3:28])([CH3:27])[CH3:23])=[N:11][C:10]2[C:5](=[CH:6][CH:7]=[CH:8][C:9]=2[C:12]2[NH:20][C:19]3[CH2:18][CH2:17][NH:16][C:15](=[O:21])[C:14]=3[CH:13]=2)[N:4]=1. The yield is 0.960.